From a dataset of NCI-60 drug combinations with 297,098 pairs across 59 cell lines. Regression. Given two drug SMILES strings and cell line genomic features, predict the synergy score measuring deviation from expected non-interaction effect. (1) Drug 1: COC1=CC(=CC(=C1O)OC)C2C3C(COC3=O)C(C4=CC5=C(C=C24)OCO5)OC6C(C(C7C(O6)COC(O7)C8=CC=CS8)O)O. Drug 2: C1=C(C(=O)NC(=O)N1)F. Cell line: NCI-H460. Synergy scores: CSS=67.1, Synergy_ZIP=-5.18, Synergy_Bliss=-8.22, Synergy_Loewe=-3.86, Synergy_HSA=-2.13. (2) Drug 1: CC1=C(C=C(C=C1)NC2=NC=CC(=N2)N(C)C3=CC4=NN(C(=C4C=C3)C)C)S(=O)(=O)N.Cl. Drug 2: C1=NC(=NC(=O)N1C2C(C(C(O2)CO)O)O)N. Cell line: KM12. Synergy scores: CSS=2.28, Synergy_ZIP=0.560, Synergy_Bliss=3.58, Synergy_Loewe=1.57, Synergy_HSA=0.163. (3) Drug 1: C1CCC(CC1)NC(=O)N(CCCl)N=O. Drug 2: C1=NC2=C(N=C(N=C2N1C3C(C(C(O3)CO)O)O)F)N. Cell line: UACC62. Synergy scores: CSS=22.3, Synergy_ZIP=-9.13, Synergy_Bliss=-5.64, Synergy_Loewe=-6.14, Synergy_HSA=-4.91. (4) Drug 1: CC1C(C(=O)NC(C(=O)N2CCCC2C(=O)N(CC(=O)N(C(C(=O)O1)C(C)C)C)C)C(C)C)NC(=O)C3=C4C(=C(C=C3)C)OC5=C(C(=O)C(=C(C5=N4)C(=O)NC6C(OC(=O)C(N(C(=O)CN(C(=O)C7CCCN7C(=O)C(NC6=O)C(C)C)C)C)C(C)C)C)N)C. Drug 2: CC(C)(C#N)C1=CC(=CC(=C1)CN2C=NC=N2)C(C)(C)C#N. Cell line: TK-10. Synergy scores: CSS=-3.83, Synergy_ZIP=0.879, Synergy_Bliss=1.99, Synergy_Loewe=-5.01, Synergy_HSA=-2.93. (5) Drug 1: C(CCl)NC(=O)N(CCCl)N=O. Drug 2: COCCOC1=C(C=C2C(=C1)C(=NC=N2)NC3=CC=CC(=C3)C#C)OCCOC.Cl. Cell line: 786-0. Synergy scores: CSS=12.7, Synergy_ZIP=0.637, Synergy_Bliss=5.64, Synergy_Loewe=-3.84, Synergy_HSA=3.80. (6) Drug 1: CCC(=C(C1=CC=CC=C1)C2=CC=C(C=C2)OCCN(C)C)C3=CC=CC=C3.C(C(=O)O)C(CC(=O)O)(C(=O)O)O. Drug 2: CS(=O)(=O)OCCCCOS(=O)(=O)C. Cell line: HCT-15. Synergy scores: CSS=-3.90, Synergy_ZIP=-1.32, Synergy_Bliss=-3.71, Synergy_Loewe=-6.29, Synergy_HSA=-6.25. (7) Drug 1: CN1C(=O)N2C=NC(=C2N=N1)C(=O)N. Drug 2: CC1=C(C=C(C=C1)NC(=O)C2=CC=C(C=C2)CN3CCN(CC3)C)NC4=NC=CC(=N4)C5=CN=CC=C5. Cell line: HCT116. Synergy scores: CSS=-0.0620, Synergy_ZIP=5.40, Synergy_Bliss=8.19, Synergy_Loewe=-5.22, Synergy_HSA=-3.19. (8) Drug 1: C1CCC(C1)C(CC#N)N2C=C(C=N2)C3=C4C=CNC4=NC=N3. Drug 2: CC12CCC(CC1=CCC3C2CCC4(C3CC=C4C5=CN=CC=C5)C)O. Cell line: RPMI-8226. Synergy scores: CSS=26.3, Synergy_ZIP=3.47, Synergy_Bliss=8.45, Synergy_Loewe=0.949, Synergy_HSA=3.82.